This data is from Forward reaction prediction with 1.9M reactions from USPTO patents (1976-2016). The task is: Predict the product of the given reaction. (1) Given the reactants N([O-])=O.[Na+].[CH2:5]([O:7][C:8]([C:10]1[CH:14]=[C:13]([C:15]2[CH:20]=[CH:19][C:18]([Cl:21])=[CH:17][CH:16]=2)[N:12]([C:22]2[CH:27]=[CH:26][C:25]([NH2:28])=[CH:24][CH:23]=2)[C:11]=1[CH3:29])=[O:9])[CH3:6].[N-:30]=[N+:31]=[N-].[Na+], predict the reaction product. The product is: [CH2:5]([O:7][C:8]([C:10]1[CH:14]=[C:13]([C:15]2[CH:16]=[CH:17][C:18]([Cl:21])=[CH:19][CH:20]=2)[N:12]([C:22]2[CH:23]=[CH:24][C:25]([N:28]=[N+:30]=[N-:31])=[CH:26][CH:27]=2)[C:11]=1[CH3:29])=[O:9])[CH3:6]. (2) Given the reactants C([O:4][C:5]1[CH:6]=[C:7]([CH:43]=[CH:44][C:45]=1[Cl:46])[CH2:8][O:9][CH:10]1[CH:15]([C:16]2[CH:21]=[CH:20][C:19]([O:22][CH2:23][CH2:24][CH2:25][O:26][CH2:27][C:28]3[CH:33]=[CH:32][CH:31]=[CH:30][C:29]=3[O:34][CH3:35])=[CH:18][CH:17]=2)[CH2:14][CH2:13][N:12]([C:36]([O:38][C:39]([CH3:42])([CH3:41])[CH3:40])=[O:37])[CH2:11]1)C=C.[BH4-].[Li+].C(=O)([O-])O.[Na+], predict the reaction product. The product is: [Cl:46][C:45]1[CH:44]=[CH:43][C:7]([CH2:8][O:9][CH:10]2[CH:15]([C:16]3[CH:21]=[CH:20][C:19]([O:22][CH2:23][CH2:24][CH2:25][O:26][CH2:27][C:28]4[CH:33]=[CH:32][CH:31]=[CH:30][C:29]=4[O:34][CH3:35])=[CH:18][CH:17]=3)[CH2:14][CH2:13][N:12]([C:36]([O:38][C:39]([CH3:41])([CH3:42])[CH3:40])=[O:37])[CH2:11]2)=[CH:6][C:5]=1[OH:4]. (3) Given the reactants [C:1]([C:4]1[CH:13]([C:14]2[CH:15]=[CH:16][CH:17]=[C:18]3[C:23]=2[O:22][C:21]([CH3:24])=[CH:20][C:19]3=[O:25])[C:12]2[C:11](=[O:26])[NH:10][CH:9]=[CH:8][C:7]=2[NH:6][C:5]=1[CH3:27])(=[O:3])[CH3:2].[S:28]1[CH:32]=[CH:31][CH:30]=[C:29]1[S:33](Cl)(=[O:35])=[O:34], predict the reaction product. The product is: [S:28]1[CH:32]=[CH:31][CH:30]=[C:29]1[S:33]([O:26][C:11]1[N:10]=[CH:9][CH:8]=[C:7]2[C:12]=1[CH:13]([C:14]1[CH:15]=[CH:16][CH:17]=[C:18]3[C:23]=1[O:22][C:21]([CH3:24])=[CH:20][C:19]3=[O:25])[C:4]([C:1](=[O:3])[CH3:2])=[C:5]([CH3:27])[NH:6]2)(=[O:35])=[O:34]. (4) Given the reactants N1(CC2C=CC(N)=CC=2)CCOCC1.[N+:15]([C:18]1[CH:31]=[CH:30][C:21]([O:22][CH2:23][C:24]2[CH:29]=[CH:28][CH:27]=[CH:26][N:25]=2)=[CH:20][CH:19]=1)([O-])=O, predict the reaction product. The product is: [N:25]1[CH:26]=[CH:27][CH:28]=[CH:29][C:24]=1[CH2:23][O:22][C:21]1[CH:30]=[CH:31][C:18]([NH2:15])=[CH:19][CH:20]=1. (5) Given the reactants [CH3:1][O:2][C:3]([C@@H:5]1[CH2:9][C@H:8]([OH:10])[CH2:7][N:6]1[C:11]([O:13][C:14]([CH3:17])([CH3:16])[CH3:15])=[O:12])=[O:4].[H-].[Na+].[Cl:20][C:21]1[CH:28]=[CH:27][C:24]([CH2:25]Br)=[CH:23][CH:22]=1.C(OCC)(=O)C, predict the reaction product. The product is: [CH3:1][O:2][C:3]([C@@H:5]1[CH2:9][C@H:8]([O:10][CH2:25][C:24]2[CH:27]=[CH:28][C:21]([Cl:20])=[CH:22][CH:23]=2)[CH2:7][N:6]1[C:11]([O:13][C:14]([CH3:17])([CH3:16])[CH3:15])=[O:12])=[O:4]. (6) Given the reactants Br[C:2]1[CH:7]=[C:6]([CH2:8][N:9]2[CH2:14][CH2:13][N:12]([CH2:15][CH2:16][O:17][Si:18]([C:21]([CH3:24])([CH3:23])[CH3:22])([CH3:20])[CH3:19])[CH2:11][CH2:10]2)[CH:5]=[CH:4][C:3]=1[NH2:25].[Li+].[Cl-].[CH3:28][C:29]1([CH3:44])[CH2:34][CH2:33][C:32](B2OC(C)(C)C(C)(C)O2)=[CH:31][CH2:30]1.C([O-])([O-])=O.[Na+].[Na+], predict the reaction product. The product is: [C:21]([Si:18]([CH3:20])([CH3:19])[O:17][CH2:16][CH2:15][N:12]1[CH2:13][CH2:14][N:9]([CH2:8][C:6]2[CH:5]=[CH:4][C:3]([NH2:25])=[C:2]([C:32]3[CH2:33][CH2:34][C:29]([CH3:44])([CH3:28])[CH2:30][CH:31]=3)[CH:7]=2)[CH2:10][CH2:11]1)([CH3:24])([CH3:23])[CH3:22].